Dataset: Catalyst prediction with 721,799 reactions and 888 catalyst types from USPTO. Task: Predict which catalyst facilitates the given reaction. (1) Reactant: [C:1]([O:8][C:9]([O:11][C:12]([CH3:15])([CH3:14])[CH3:13])=[O:10])(OC(C)(C)C)=O.O.Cl.[OH:18][C:19]1[CH:26]=[CH:25][C:22]([CH:23]=[CH2:24])=[CH:21][CH:20]=1. Product: [OH:18][C:19]1[CH:26]=[CH:25][C:22]([CH:23]=[CH2:24])=[CH:21][CH:20]=1.[C:12]([O:11][C:9]([O:8][C:1]1[CH:24]=[CH:23][C:22]([CH:25]=[CH2:26])=[CH:21][CH:20]=1)=[O:10])([CH3:13])([CH3:14])[CH3:15]. The catalyst class is: 17. (2) Reactant: [CH3:1][C:2](=[N:4][OH:5])[CH3:3].C([O-])(C)(C)C.[K+].[CH3:12][O:13][C:14]1[CH:19]=[C:18]([O:20][CH3:21])[CH:17]=[CH:16][C:15]=1[C:22]([C:24]1[CH:29]=[CH:28][CH:27]=[CH:26][C:25]=1F)=[O:23]. Product: [CH3:12][O:13][C:14]1[CH:19]=[C:18]([O:20][CH3:21])[CH:17]=[CH:16][C:15]=1[C:22]([C:24]1[CH:29]=[CH:28][CH:27]=[CH:26][C:25]=1[O:5][N:4]=[C:2]([CH3:3])[CH3:1])=[O:23]. The catalyst class is: 3. (3) Reactant: [F:1][C:2]1[C:11]2[O:10][CH2:9][CH:8]([CH2:12]OS(C3C=CC(C)=CC=3)(=O)=O)[O:7][C:6]=2[CH:5]=[C:4]([S:24]([CH3:27])(=[O:26])=[O:25])[CH:3]=1.[CH2:28]([NH:30][CH2:31][CH3:32])[CH3:29]. Product: [CH2:28]([N:30]([CH2:12][CH:8]1[O:7][C:6]2[CH:5]=[C:4]([S:24]([CH3:27])(=[O:25])=[O:26])[CH:3]=[C:2]([F:1])[C:11]=2[O:10][CH2:9]1)[CH2:31][CH3:32])[CH3:29]. The catalyst class is: 10. (4) Reactant: C([Si](C)(C)[O:6][CH2:7][C@@H:8]1[C@@H:13]([O:14][CH2:15][C:16]2[CH:21]=[CH:20][CH:19]=[CH:18][CH:17]=2)[C@H:12]([O:22][CH2:23][C:24]2[CH:29]=[CH:28][CH:27]=[CH:26][CH:25]=2)[C@@H:11]([O:30][CH2:31][C:32]2[CH:37]=[CH:36][CH:35]=[CH:34][CH:33]=2)[C@@:10]([C:40]2[CH:45]=[CH:44][C:43]([Cl:46])=[C:42]([CH2:47][C:48]3[CH:53]=[CH:52][C:51]([O:54][CH2:55][CH3:56])=[C:50]([F:57])[C:49]=3[F:58])[CH:41]=2)([O:38][CH3:39])[O:9]1)(C)(C)C.[F-].C([N+](CCCC)(CCCC)CCCC)CCC.C(OCC)(=O)C. Product: [CH2:15]([O:14][C@H:13]1[C@H:12]([O:22][CH2:23][C:24]2[CH:25]=[CH:26][CH:27]=[CH:28][CH:29]=2)[C@@H:11]([O:30][CH2:31][C:32]2[CH:37]=[CH:36][CH:35]=[CH:34][CH:33]=2)[C@@:10]([C:40]2[CH:45]=[CH:44][C:43]([Cl:46])=[C:42]([CH2:47][C:48]3[CH:53]=[CH:52][C:51]([O:54][CH2:55][CH3:56])=[C:50]([F:57])[C:49]=3[F:58])[CH:41]=2)([O:38][CH3:39])[O:9][C@@H:8]1[CH2:7][OH:6])[C:16]1[CH:21]=[CH:20][CH:19]=[CH:18][CH:17]=1. The catalyst class is: 7. (5) Product: [CH3:24][O:18][C:14]1[CH2:13][CH:12]([C:10]2[O:9][N:8]=[C:7]([C:1]3[CH:2]=[CH:3][CH:4]=[CH:5][CH:6]=3)[N:11]=2)[CH2:17][CH2:16][N:15]=1. The catalyst class is: 4. Reactant: [C:1]1([C:7]2[N:11]=[C:10]([CH:12]3[CH2:17][CH2:16][NH:15][C:14](=[O:18])[CH2:13]3)[O:9][N:8]=2)[CH:6]=[CH:5][CH:4]=[CH:3][CH:2]=1.F[B-](F)(F)F.[CH3:24][O+](C)C.C(=O)(O)[O-].[Na+]. (6) Reactant: [CH3:1][CH:2]1[CH2:7][CH2:6][CH2:5][CH2:4][N:3]1[C:8]1[CH:13]=[CH:12][C:11]([C:14]2[O:18][N:17]=[C:16]([C:19]3[CH:20]=[C:21]4[C:26](=[CH:27][CH:28]=3)[CH2:25][N:24](C(OC(C)(C)C)=O)[CH2:23][CH2:22]4)[N:15]=2)=[CH:10][C:9]=1[C:36]([F:39])([F:38])[F:37].C(Cl)[Cl:41]. Product: [ClH:41].[CH3:1][CH:2]1[CH2:7][CH2:6][CH2:5][CH2:4][N:3]1[C:8]1[CH:13]=[CH:12][C:11]([C:14]2[O:18][N:17]=[C:16]([C:19]3[CH:20]=[C:21]4[C:26](=[CH:27][CH:28]=3)[CH2:25][NH:24][CH2:23][CH2:22]4)[N:15]=2)=[CH:10][C:9]=1[C:36]([F:39])([F:37])[F:38]. The catalyst class is: 67.